Task: Regression/Classification. Given a drug SMILES string, predict its absorption, distribution, metabolism, or excretion properties. Task type varies by dataset: regression for continuous measurements (e.g., permeability, clearance, half-life) or binary classification for categorical outcomes (e.g., BBB penetration, CYP inhibition). Dataset: cyp1a2_veith.. Dataset: CYP1A2 inhibition data for predicting drug metabolism from PubChem BioAssay The compound is CCS(=O)(=O)NCC(c1cccnc1)N1CCN(c2ccccc2F)CC1. The result is 0 (non-inhibitor).